From a dataset of Reaction yield outcomes from USPTO patents with 853,638 reactions. Predict the reaction yield, written as a fraction of the theoretical maximum amount of product (1.0 means a 100% yield; for example, 0.34 means a 34% yield). (1) The reactants are [N+:1]([C:4]1[CH:10]=[CH:9][C:7]([NH2:8])=[CH:6][CH:5]=1)([O-:3])=[O:2].[C:11]([C:15]1[CH:16]=[C:17]([CH:21]=[C:22]([C:25]([CH3:28])([CH3:27])[CH3:26])[C:23]=1[OH:24])[C:18](O)=[O:19])([CH3:14])([CH3:13])[CH3:12].C1(N=C=NC2CCCCC2)CCCCC1. The catalyst is C1COCC1. The product is [CH3:28][C:25]([C:22]1[CH:21]=[C:17]([CH:16]=[C:15]([C:11]([CH3:14])([CH3:13])[CH3:12])[C:23]=1[OH:24])[C:18]([NH:8][C:7]1[CH:9]=[CH:10][C:4]([N+:1]([O-:3])=[O:2])=[CH:5][CH:6]=1)=[O:19])([CH3:26])[CH3:27]. The yield is 0.650. (2) The reactants are [Se](=O)=[O:2].Br[CH2:5][C:6]([C:8]1[CH:9]=[C:10]([CH3:14])[CH:11]=[CH:12][CH:13]=1)=[O:7].[CH2:15]([OH:17])[CH3:16]. No catalyst specified. The product is [CH3:14][C:10]1[CH:9]=[C:8]([C:6](=[O:7])[C:5]([O:17][CH2:15][CH3:16])=[O:2])[CH:13]=[CH:12][CH:11]=1. The yield is 0.810. (3) The reactants are Cl.C(OC([N:9]([CH2:20][C:21]1[CH:26]=[CH:25][C:24]([O:27][CH3:28])=[CH:23][CH:22]=1)[S:10]([NH:13][CH2:14][C:15]([O:17][CH2:18][CH3:19])=[O:16])(=[O:12])=[O:11])=O)CCC. The catalyst is CO. The product is [CH3:28][O:27][C:24]1[CH:23]=[CH:22][C:21]([CH2:20][NH:9][S:10]([NH:13][CH2:14][C:15]([O:17][CH2:18][CH3:19])=[O:16])(=[O:11])=[O:12])=[CH:26][CH:25]=1. The yield is 0.700.